From a dataset of Drug-target binding data from BindingDB using IC50 measurements. Regression. Given a target protein amino acid sequence and a drug SMILES string, predict the binding affinity score between them. We predict pIC50 (pIC50 = -log10(IC50 in M); higher means more potent). Dataset: bindingdb_ic50. (1) The compound is O=C1Nc2cc(Nc3cccc(NC(=O)c4cccc(C(F)(F)F)c4)c3)ccc2/C1=C/c1ccc[nH]1. The target protein (P05532) has sequence MRGARGAWDLLCVLLVLLRGQTATSQPSASPGEPSPPSIHPAQSELIVEAGDTLSLTCIDPDFVRWTFKTYFNEMVENKKNEWIQEKAEATRTGTYTCSNSNGLTSSIYVFVRDPAKLFLVGLPLFGKEDSDALVRCPLTDPQVSNYSLIECDGKSLPTDLTFVPNPKAGITIKNVKRAYHRLCVRCAAQRDGTWLHSDKFTLKVRAAIKAIPVVSVPETSHLLKKGDTFTVVCTIKDVSTSVNSMWLKMNPQPQHIAQVKHNSWHRGDFNYERQETLTISSARVDDSGVFMCYANNTFGSANVTTTLKVVEKGFINISPVKNTTVFVTDGENVDLVVEYEAYPKPEHQQWIYMNRTSANKGKDYVKSDNKSNIRYVNQLRLTRLKGTEGGTYTFLVSNSDASASVTFNVYVNTKPEILTYDRLINGMLQCVAEGFPEPTIDWYFCTGAEQRCTTPVSPVDVQVQNVSVSPFGKLVVQSSIDSSVFRHNGTVECKASNDV.... The pIC50 is 7.7. (2) The small molecule is Clc1cccc(C2CC(c3ccc4c(c3)OCCO4)=NN2c2ccccc2)c1. The target protein (P28028) has sequence MAALSGGGGSSSGGGGGGGGGGGGGDGGGGAEQGQALFNGDMEPEAGAGAAASSAADPAIPEEVWNIKQMIKLTQEHIEALLDKFGGEHNPPSIYLEAYEEYTSKLDALQQREQQLLESLVFQTPTDASRNNPKSPQKPIVRVFLPNKQRTVVPARCGVTVRDSLKKALMMRGLIPECCAVYRIQDGEKKPIGWDTDISWLTGEELHVEVLENVPLTTHNFVRKTFFTLAFCDFCRKLLFQGFRCQTCGYKFHQRCSTEVPLMCVNYDQLDLLFVSKFFEHHPVPQEEASFPETALPSGSSSAPPSDSTGPQILTSPSPSKSIPIPQPFRPADEDHRNQFGQRDRSSSAPNVHINTIEPVNIDEKFPEVELQDQRDLIRDQGFRGDGAPLNQLMRCLRKYQSRTPSPLLHSVPSEIVFDFEPGPVFRGSTTGLSATPPASLPGSLTNVKALQKSPGPQRERKSSSSSSSEDRSRMKTLGRRDSSDDWEIPDGQITVGQRI.... The pIC50 is 5.7. (3) The compound is CCOC(=O)C(=O)CC(=O)c1ccc2c(c1)c(=O)c(C(=O)CC(=O)C(=O)OCC)cn2Cc1ccc(F)cc1. The target protein sequence is FLDGIDKAQDEHEKYHSNWRAMASDFNLPPVVAKEIVASCDKCQLKGEAMHGQVDCSPGIWQLDCTHLEGKVILVAVHVASGYIEAEVIPAETGQETAYFLLKLAGRWPVKTIHTDNGSNFTSTTVKAACWWAGIKQEFGIPYNPQSQGVVESMNKELKKIIGQVRDQAEHLKTAVQMAVFIHNFKRKGGIGGYSAGERIVDIIATDIQTKELQKQITKIQNFRVYYRDSRDPLWKGPAKLLWKGEGAVVIQDNSDIKVVPRRKVKIIRDYGKQMAGDDCVASRQDED. The pIC50 is 6.6. (4) The small molecule is CCOC(=O)N1C(=O)C2(CCCCC2)N(c2ccccc2Cl)C1=S. The target protein (Q96P20) has sequence MKMASTRCKLARYLEDLEDVDLKKFKMHLEDYPPQKGCIPLPRGQTEKADHVDLATLMIDFNGEEKAWAMAVWIFAAINRRDLYEKAKRDEPKWGSDNARVSNPTVICQEDSIEEEWMGLLEYLSRISICKMKKDYRKKYRKYVRSRFQCIEDRNARLGESVSLNKRYTRLRLIKEHRSQQEREQELLAIGKTKTCESPVSPIKMELLFDPDDEHSEPVHTVVFQGAAGIGKTILARKMMLDWASGTLYQDRFDYLFYIHCREVSLVTQRSLGDLIMSCCPDPNPPIHKIVRKPSRILFLMDGFDELQGAFDEHIGPLCTDWQKAERGDILLSSLIRKKLLPEASLLITTRPVALEKLQHLLDHPRHVEILGFSEAKRKEYFFKYFSDEAQARAAFSLIQENEVLFTMCFIPLVCWIVCTGLKQQMESGKSLAQTSKTTTAVYVFFLSSLLQPRGGSQEHGLCAHLWGLCSLAADGIWNQKILFEESDLRNHGLQKADVS.... The pIC50 is 5.0. (5) The small molecule is Cc1cccc(NC(=S)NNC(=O)c2cc3c(s2)CCC(C)C3)c1C. The target protein (P55055) has sequence MSSPTTSSLDTPLPGNGPPQPGAPSSSPTVKEEGPEPWPGGPDPDVPGTDEASSACSTDWVIPDPEEEPERKRKKGPAPKMLGHELCRVCGDKASGFHYNVLSCEGCKGFFRRSVVRGGARRYACRGGGTCQMDAFMRRKCQQCRLRKCKEAGMREQCVLSEEQIRKKKIRKQQQESQSQSQSPVGPQGSSSSASGPGASPGGSEAGSQGSGEGEGVQLTAAQELMIQQLVAAQLQCNKRSFSDQPKVTPWPLGADPQSRDARQQRFAHFTELAIISVQEIVDFAKQVPGFLQLGREDQIALLKASTIEIMLLETARRYNHETECITFLKDFTYSKDDFHRAGLQVEFINPIFEFSRAMRRLGLDDAEYALLIAINIFSADRPNVQEPGRVEALQQPYVEALLSYTRIKRPQDQLRFPRMLMKLVSLRTLSSVHSEQVFALRLQDKKLPPLLSEIWDVHE. The pIC50 is 4.2.